This data is from Reaction yield outcomes from USPTO patents with 853,638 reactions. The task is: Predict the reaction yield, written as a fraction of the theoretical maximum amount of product (1.0 means a 100% yield; for example, 0.34 means a 34% yield). (1) The reactants are Br[C:2]1[C:3]([F:14])=[CH:4][N:5]=[C:6]2[C:11]=1[N:10]=[C:9]([O:12][CH3:13])[CH:8]=[CH:7]2.C1C=CC(P(C2C(OC3C(P(C4C=CC=CC=4)C4C=CC=CC=4)=CC=CC=3)=CC=CC=2)C2C=CC=CC=2)=CC=1.[O-]P([O-])([O-])=O.[K+].[K+].[K+].[CH2:62]([O:69][C:70](=[O:78])[NH:71][CH:72]1[CH2:77][CH2:76][NH:75][CH2:74][CH2:73]1)[C:63]1[CH:68]=[CH:67][CH:66]=[CH:65][CH:64]=1. The catalyst is C([O-])(=O)C.[Pd+2].C([O-])(=O)C. The product is [CH2:62]([O:69][C:70](=[O:78])[NH:71][CH:72]1[CH2:77][CH2:76][N:75]([C:2]2[C:11]3[C:6](=[CH:7][CH:8]=[C:9]([O:12][CH3:13])[N:10]=3)[N:5]=[CH:4][C:3]=2[F:14])[CH2:74][CH2:73]1)[C:63]1[CH:68]=[CH:67][CH:66]=[CH:65][CH:64]=1. The yield is 0.210. (2) The reactants are C([N:3]([CH2:6][CH3:7])CC)C.[Cl:8][CH2:9][C@H:10]1[O:14][C@@H:13]([N:15]2[CH:23]=[N:22][C:21]3[C:16]2=[N:17][CH:18]=[N:19][C:20]=3Cl)[C@H:12]([OH:25])[C@@H:11]1[OH:26]. The catalyst is C(O)(C)C. The product is [OH:14][C@@H:13]1[CH2:12][CH2:11][CH2:7][C@H:6]1[NH:3][C:20]1[N:19]=[CH:18][N:17]=[C:16]2[C:21]=1[N:22]=[CH:23][N:15]2[CH:13]1[C@H:12]([OH:25])[C@H:11]([OH:26])[C@@H:10]([CH2:9][Cl:8])[O:14]1. The yield is 0.810.